The task is: Predict the reactants needed to synthesize the given product.. This data is from Full USPTO retrosynthesis dataset with 1.9M reactions from patents (1976-2016). (1) Given the product [CH:15]1[C:16]2[C:11](=[CH:10][CH:9]=[CH:8][CH:7]=2)[CH:12]=[CH:13][CH:14]=1.[Na:17], predict the reactants needed to synthesize it. The reactants are: [Na][Na].C(#N)C=C.[CH:7]1[C:16]2[C:11](=[CH:12][CH:13]=[CH:14][CH:15]=2)[CH:10]=[CH:9][CH:8]=1.[Na:17]. (2) Given the product [CH3:12][N:13]1[CH2:18][CH2:17][N:16]([C:2]2[CH:3]=[CH:4][C:5]([C:8]([O:10][CH3:11])=[O:9])=[N:6][CH:7]=2)[CH2:15][CH2:14]1, predict the reactants needed to synthesize it. The reactants are: Br[C:2]1[CH:3]=[CH:4][C:5]([C:8]([O:10][CH3:11])=[O:9])=[N:6][CH:7]=1.[CH3:12][N:13]1[CH2:18][CH2:17][NH:16][CH2:15][CH2:14]1.P([O-])([O-])([O-])=O.[K+].[K+].[K+].C1(C)C=CC=CC=1. (3) Given the product [CH2:2]([O:4][C:5]([C:7]1[C:8]2[S:16][CH:15]=[C:14]([CH2:17][O:18][C:19]3[CH:24]=[C:23]([O:25][CH2:26][C:27]4[CH:32]=[CH:31][CH:30]=[CH:29][CH:28]=4)[CH:22]=[CH:21][C:20]=3[CH3:33])[C:9]=2[C:10]([NH2:1])=[N:11][CH:12]=1)=[O:6])[CH3:3], predict the reactants needed to synthesize it. The reactants are: [NH3:1].[CH2:2]([O:4][C:5]([C:7]1[C:8]2[S:16][CH:15]=[C:14]([CH2:17][O:18][C:19]3[CH:24]=[C:23]([O:25][CH2:26][C:27]4[CH:32]=[CH:31][CH:30]=[CH:29][CH:28]=4)[CH:22]=[CH:21][C:20]=3[CH3:33])[C:9]=2[C:10](Cl)=[N:11][CH:12]=1)=[O:6])[CH3:3]. (4) Given the product [Cl:20][CH2:2][C:3]1[CH2:8][CH2:7][N:6]([C:9](=[O:11])[CH3:10])[CH2:5][C:4]=1[C:12]1[CH:17]=[CH:16][CH:15]=[CH:14][CH:13]=1, predict the reactants needed to synthesize it. The reactants are: O[CH2:2][C:3]1[CH2:8][CH2:7][N:6]([C:9](=[O:11])[CH3:10])[CH2:5][C:4]=1[C:12]1[CH:17]=[CH:16][CH:15]=[CH:14][CH:13]=1.O=S(Cl)[Cl:20]. (5) Given the product [CH2:14]([N:21]([CH3:26])[CH2:22][C@H:23]([NH:25][C:2]1[N:3]=[CH:4][C:5](/[CH:8]=[CH:9]/[C:10]([O:12][CH3:13])=[O:11])=[N:6][CH:7]=1)[CH3:24])[C:15]1[CH:20]=[CH:19][CH:18]=[CH:17][CH:16]=1, predict the reactants needed to synthesize it. The reactants are: Cl[C:2]1[N:3]=[CH:4][C:5](/[CH:8]=[CH:9]/[C:10]([O:12][CH3:13])=[O:11])=[N:6][CH:7]=1.[CH2:14]([N:21]([CH3:26])[CH2:22][C@H:23]([NH2:25])[CH3:24])[C:15]1[CH:20]=[CH:19][CH:18]=[CH:17][CH:16]=1.CCN(CC)CC.C(=O)([O-])O.[Na+]. (6) Given the product [C:1]([O:5][C:6]([N:8]1[CH2:12][CH2:11][CH2:10][C@@H:9]1[CH2:13][O:14][C:15]1[CH:20]=[CH:19][C:18]([O:21][C:23]2[CH:28]=[CH:27][C:26]([C:29]3([C:32]#[N:33])[CH2:30][CH2:31]3)=[CH:25][CH:24]=2)=[CH:17][CH:16]=1)=[O:7])([CH3:4])([CH3:2])[CH3:3], predict the reactants needed to synthesize it. The reactants are: [C:1]([O:5][C:6]([N:8]1[CH2:12][CH2:11][CH2:10][C@@H:9]1[CH2:13][O:14][C:15]1[CH:20]=[CH:19][C:18]([OH:21])=[CH:17][CH:16]=1)=[O:7])([CH3:4])([CH3:3])[CH3:2].Br[C:23]1[CH:28]=[CH:27][C:26]([C:29]2([C:32]#[N:33])[CH2:31][CH2:30]2)=[CH:25][CH:24]=1.C(=O)([O-])[O-].[Cs+].[Cs+].CN(C)CC(O)=O.Cl. (7) Given the product [O:10]=[C:2]1[NH:1][C:9]2[C:4](/[C:3]/1=[CH:11]\[C:13]1[CH:14]=[C:15]3[C:19](=[CH:20][CH:21]=1)[NH:18][N:17]=[C:16]3[NH:22][C:23](=[O:29])[O:24][C:25]([CH3:27])([CH3:26])[CH3:28])=[CH:5][CH:6]=[CH:7][CH:8]=2, predict the reactants needed to synthesize it. The reactants are: [NH:1]1[C:9]2[C:4](=[CH:5][CH:6]=[CH:7][CH:8]=2)[CH2:3][C:2]1=[O:10].[CH:11]([C:13]1[CH:14]=[C:15]2[C:19](=[CH:20][CH:21]=1)[NH:18][N:17]=[C:16]2[NH:22][C:23](=[O:29])[O:24][C:25]([CH3:28])([CH3:27])[CH3:26])=O.